From a dataset of Full USPTO retrosynthesis dataset with 1.9M reactions from patents (1976-2016). Predict the reactants needed to synthesize the given product. (1) Given the product [C:2]([C:4]1[CH:5]=[C:6]([CH:9]=[C:10]([F:17])[C:11]=1[NH:12][S:13]([CH3:16])(=[O:15])=[O:14])[CH2:7][NH:8][C:35](=[O:36])[CH:34]=[CH:33][C:30]1[CH:31]=[N:32][C:27]([O:26][CH3:25])=[CH:28][C:29]=1[C:38]([F:40])([F:39])[F:41])#[CH:3], predict the reactants needed to synthesize it. The reactants are: Cl.[C:2]([C:4]1[CH:5]=[C:6]([CH:9]=[C:10]([F:17])[C:11]=1[NH:12][S:13]([CH3:16])(=[O:15])=[O:14])[CH2:7][NH2:8])#[CH:3].CN1CCOCC1.[CH3:25][O:26][C:27]1[N:32]=[CH:31][C:30]([CH:33]=[CH:34][C:35](O)=[O:36])=[C:29]([C:38]([F:41])([F:40])[F:39])[CH:28]=1.O.[Cl-].COC1N=C(OC)N=C([N+]2(C)CCOCC2)N=1. (2) Given the product [CH2:12]([S:14]([C:15]1[CH:19]=[CH:18][S:17][C:16]=1[C:20]1[N:32]([CH3:33])[C:23]2=[N:24][CH:25]=[C:26]([C:28]([F:31])([F:29])[F:30])[CH:27]=[C:22]2[N:21]=1)=[O:6])[CH3:13].[CH2:2]([S:39]([C:15]1[CH:19]=[CH:18][S:17][C:16]=1[C:20]1[N:32]([CH3:33])[C:23]2=[N:24][CH:25]=[C:26]([C:28]([F:31])([F:29])[F:30])[CH:27]=[C:22]2[N:21]=1)(=[O:43])=[O:41])[CH3:11], predict the reactants needed to synthesize it. The reactants are: Cl[C:2]1C=C(C=C[CH:11]=1)C(OO)=[O:6].[CH2:12]([S:14][C:15]1[CH:19]=[CH:18][S:17][C:16]=1[C:20]1[N:32]([CH3:33])[C:23]2=[N:24][CH:25]=[C:26]([C:28]([F:31])([F:30])[F:29])[CH:27]=[C:22]2[N:21]=1)[CH3:13].C(=O)(O)[O-].[Na+].[S:39]([O-:43])([O-])(=[O:41])=S.[Na+].[Na+].